This data is from Forward reaction prediction with 1.9M reactions from USPTO patents (1976-2016). The task is: Predict the product of the given reaction. (1) Given the reactants Br[C:2]1[CH:7]=[CH:6][C:5]([NH:8][CH2:9][C:10]([O:12][CH3:13])=[O:11])=[C:4]([N+:14]([O-:16])=[O:15])[C:3]=1[O:17][C:18]1[CH:23]=[CH:22][C:21]([F:24])=[CH:20][C:19]=1[F:25].[CH3:26][N:27]1[CH:32]=[C:31](B2OC(C)(C)C(C)(C)O2)[C:30]2[CH:42]=[N:43][N:44]([CH2:45][O:46][CH2:47][CH2:48][Si:49]([CH3:52])([CH3:51])[CH3:50])[C:29]=2[C:28]1=[O:53], predict the reaction product. The product is: [F:25][C:19]1[CH:20]=[C:21]([F:24])[CH:22]=[CH:23][C:18]=1[O:17][C:3]1[C:4]([N+:14]([O-:16])=[O:15])=[C:5]([NH:8][CH2:9][C:10]([O:12][CH3:13])=[O:11])[CH:6]=[CH:7][C:2]=1[C:31]1[C:30]2[CH:42]=[N:43][N:44]([CH2:45][O:46][CH2:47][CH2:48][Si:49]([CH3:50])([CH3:52])[CH3:51])[C:29]=2[C:28](=[O:53])[N:27]([CH3:26])[CH:32]=1. (2) Given the reactants C([O:3][C:4](=[O:32])[C:5]([S:8][C:9]1[CH:14]=[CH:13][C:12]([O:15][CH2:16][CH2:17][CH2:18][N:19]2[C:28](=[O:29])[C:27]3[C:22](=[CH:23][CH:24]=[CH:25][CH:26]=3)[N:21]=[C:20]2[CH2:30][CH3:31])=[CH:11][CH:10]=1)([CH3:7])[CH3:6])C.[OH-].[Li+], predict the reaction product. The product is: [CH2:30]([C:20]1[N:19]([CH2:18][CH2:17][CH2:16][O:15][C:12]2[CH:11]=[CH:10][C:9]([S:8][C:5]([CH3:7])([CH3:6])[C:4]([OH:32])=[O:3])=[CH:14][CH:13]=2)[C:28](=[O:29])[C:27]2[C:22](=[CH:23][CH:24]=[CH:25][CH:26]=2)[N:21]=1)[CH3:31]. (3) Given the reactants [F:1][C:2]1[CH:7]=[CH:6][CH:5]=[C:4]([C:8]([F:11])([F:10])[F:9])[C:3]=1[NH:12][C:13]([C@H:15]1[N:23]([C:24](=[O:43])[C@@H:25]([NH:29][C:30](=[O:42])[C@@H:31]([N:33](C)[C:34](=O)OC(C)(C)C)[CH3:32])[CH:26]([CH3:28])[CH3:27])[C:18]2=[N:19][CH:20]=[CH:21][CH:22]=[C:17]2[CH2:16]1)=[O:14].C(O)(C(F)(F)F)=O, predict the reaction product. The product is: [F:1][C:2]1[CH:7]=[CH:6][CH:5]=[C:4]([C:8]([F:9])([F:10])[F:11])[C:3]=1[NH:12][C:13]([C@H:15]1[N:23]([C:24](=[O:43])[C@@H:25]([NH:29][C:30](=[O:42])[C@@H:31]([NH:33][CH3:34])[CH3:32])[CH:26]([CH3:27])[CH3:28])[C:18]2=[N:19][CH:20]=[CH:21][CH:22]=[C:17]2[CH2:16]1)=[O:14].